Dataset: Catalyst prediction with 721,799 reactions and 888 catalyst types from USPTO. Task: Predict which catalyst facilitates the given reaction. (1) Reactant: [Cl:1][C:2]1[CH:3]=[C:4]([CH:21]=[CH:22][C:23]=1[Cl:24])[CH2:5][N:6]1[C:10]([C:11]2[CH:16]=[CH:15][C:14]([Cl:17])=[C:13]([Cl:18])[CH:12]=2)=[CH:9][C:8]([CH2:19][NH2:20])=[N:7]1.[CH3:25][C:26]([S:29](Cl)=[O:30])([CH3:28])[CH3:27]. Product: [Cl:1][C:2]1[CH:3]=[C:4]([CH:21]=[CH:22][C:23]=1[Cl:24])[CH2:5][N:6]1[C:10]([C:11]2[CH:16]=[CH:15][C:14]([Cl:17])=[C:13]([Cl:18])[CH:12]=2)=[CH:9][C:8]([CH2:19][NH:20][S:29]([C:26]([CH3:28])([CH3:27])[CH3:25])=[O:30])=[N:7]1. The catalyst class is: 3. (2) Reactant: [F:1][C:2]1[CH:9]=[C:8]([C:10]([F:13])([F:12])[F:11])[CH:7]=[C:6]([C:14]([F:17])([F:16])[F:15])[C:3]=1[CH:4]=O.C1(C)C=CC(S(O)(=O)=O)=CC=1.[CH2:29]([NH2:33])[CH2:30][CH2:31][CH3:32]. Product: [CH2:29]([N:33]=[CH:4][C:3]1[C:6]([C:14]([F:17])([F:16])[F:15])=[CH:7][C:8]([C:10]([F:13])([F:12])[F:11])=[CH:9][C:2]=1[F:1])[CH2:30][CH2:31][CH3:32]. The catalyst class is: 11. (3) Reactant: [CH3:1][C:2]1[C:3](=[O:28])[C:4]2[C:9]([C:10](=[O:27])[C:11]=1[CH2:12][CH:13]([C:15](=[O:26])[C@H:16]([CH3:25])[NH:17]C(OC(C)(C)C)=O)[NH2:14])=[CH:8][CH:7]=[CH:6][CH:5]=2.C(Cl)Cl.C(O)(C(F)(F)F)=O.Cl. The catalyst class is: 28. Product: [CH3:1][C:2]1[C:3](=[O:28])[C:4]2[C:9]([C:10](=[O:27])[C:11]=1[CH2:12][CH:13]([C:15](=[O:26])[C@H:16]([CH3:25])[NH2:17])[NH2:14])=[CH:8][CH:7]=[CH:6][CH:5]=2. (4) Reactant: [N:1]1[CH:6]=[CH:5][CH:4]=[C:3]([NH:7][C:8]([C:10]2[C:18]3[C:17]4[CH:19]=[CH:20][CH:21]=[CH:22][C:16]=4[O:15][C:14]=3[C:13]([O:23][CH:24]([F:26])F)=[CH:12][CH:11]=2)=[O:9])[CH:2]=1.ClC1C=CC=C(C(OO)=[O:35])C=1. Product: [N:1]1[CH:6]=[CH:5][CH:4]=[C:3]([NH+:7]([O-:35])[C:8]([C:10]2[C:18]3[C:17]4[CH:19]=[CH:20][CH:21]=[CH:22][C:16]=4[O:15][C:14]=3[C:13]([O:23][CH2:24][F:26])=[CH:12][CH:11]=2)=[O:9])[CH:2]=1. The catalyst class is: 22.